This data is from Forward reaction prediction with 1.9M reactions from USPTO patents (1976-2016). The task is: Predict the product of the given reaction. (1) Given the reactants [F:1][C:2]1[CH:11]=[C:10]([F:12])[CH:9]=[C:8]2[C:3]=1[C:4]([NH:21][C:22]1[CH:23]=[C:24](B(O)O)[CH:25]=[N:26][CH:27]=1)=[C:5]([CH3:20])[C:6]([C:13]1[CH:18]=[C:17]([CH3:19])[CH:16]=[CH:15][N:14]=1)=[N:7]2.[NH2:31][C:32]1[N:37]=[C:36](Cl)[CH:35]=[CH:34][N:33]=1.C(=O)([O-])[O-].[Na+].[Na+].O1CCOCC1, predict the reaction product. The product is: [NH2:31][C:32]1[N:37]=[C:36]([C:24]2[CH:23]=[C:22]([NH:21][C:4]3[C:3]4[C:8](=[CH:9][C:10]([F:12])=[CH:11][C:2]=4[F:1])[N:7]=[C:6]([C:13]4[CH:18]=[C:17]([CH3:19])[CH:16]=[CH:15][N:14]=4)[C:5]=3[CH3:20])[CH:27]=[N:26][CH:25]=2)[CH:35]=[CH:34][N:33]=1. (2) The product is: [Cl:9][C:10]1[CH:15]=[CH:14][N:13]=[C:12]2[N:16]([S:19]([C:22]3[CH:27]=[CH:26][C:25]([CH3:28])=[CH:24][CH:23]=3)(=[O:21])=[O:20])[C:17]([Sn:29]([CH2:34][CH2:35][CH2:36][CH3:37])([CH2:38][CH2:39][CH2:40][CH3:41])[CH2:30][CH2:31][CH2:32][CH3:33])=[CH:18][C:11]=12. Given the reactants [Li+].CC([N-]C(C)C)C.[Cl:9][C:10]1[CH:15]=[CH:14][N:13]=[C:12]2[N:16]([S:19]([C:22]3[CH:27]=[CH:26][C:25]([CH3:28])=[CH:24][CH:23]=3)(=[O:21])=[O:20])[CH:17]=[CH:18][C:11]=12.[Sn:29](Cl)([CH2:38][CH2:39][CH2:40][CH3:41])([CH2:34][CH2:35][CH2:36][CH3:37])[CH2:30][CH2:31][CH2:32][CH3:33].O, predict the reaction product. (3) Given the reactants Cl[C:2]1[N:7]=[C:6]([N:8]([CH3:21])[C:9]2[CH:20]=[CH:19][C:12]3[N:13]([CH3:18])[C:14]([S:16][CH3:17])=[N:15][C:11]=3[CH:10]=2)[CH:5]=[CH:4][N:3]=1.[CH3:22][S:23]([CH2:26][C:27]1[CH:32]=[CH:31][C:30]([NH2:33])=[CH:29][CH:28]=1)(=[O:25])=[O:24], predict the reaction product. The product is: [CH3:22][S:23]([CH2:26][C:27]1[CH:32]=[CH:31][C:30]([NH:33][C:2]2[N:7]=[C:6]([N:8]([CH3:21])[C:9]3[CH:20]=[CH:19][C:12]4[N:13]([CH3:18])[C:14]([S:16][CH3:17])=[N:15][C:11]=4[CH:10]=3)[CH:5]=[CH:4][N:3]=2)=[CH:29][CH:28]=1)(=[O:24])=[O:25].